Dataset: Full USPTO retrosynthesis dataset with 1.9M reactions from patents (1976-2016). Task: Predict the reactants needed to synthesize the given product. (1) Given the product [Cl:18][C:4]1[CH:3]=[C:2]([N:19]2[CH2:24][CH2:23][O:22][CH2:21][CH2:20]2)[C:10]2[N:9]3[CH2:12][CH2:13][NH:14][C:15](=[O:16])[C:8]3=[C:7]([CH3:17])[C:6]=2[CH:5]=1, predict the reactants needed to synthesize it. The reactants are: Br[C:2]1[C:10]2[N:9]3C[CH2:12][CH2:13][NH:14][C:15](=[O:16])[C:8]3=[C:7]([CH3:17])[C:6]=2[CH:5]=[C:4]([Cl:18])[CH:3]=1.[NH:19]1[CH2:24][CH2:23][O:22][CH2:21][CH2:20]1. (2) Given the product [C:1]([N:5]1[CH2:22][CH:21]([CH2:23][O:24][CH3:25])[O:20][C:7]2([CH2:12][CH2:11][NH:10][CH2:9][CH2:8]2)[CH2:6]1)([CH3:4])([CH3:3])[CH3:2], predict the reactants needed to synthesize it. The reactants are: [C:1]([N:5]1[CH2:22][CH:21]([CH2:23][O:24][CH3:25])[O:20][C:7]2([CH2:12][CH2:11][N:10](C(OC(C)(C)C)=O)[CH2:9][CH2:8]2)[CH2:6]1)([CH3:4])([CH3:3])[CH3:2].Cl.O1CCOCC1. (3) Given the product [CH3:1][N:2]([CH2:13][C:14]1[NH:18][C:17]2[CH:19]=[CH:20][CH:21]=[C:22]([C:23]([N:48]3[CH2:53][CH2:52][NH:51][CH2:50][CH2:49]3)=[O:25])[C:16]=2[N:15]=1)[CH:3]1[C:12]2[N:11]=[CH:10][CH:9]=[CH:8][C:7]=2[CH2:6][CH2:5][CH2:4]1, predict the reactants needed to synthesize it. The reactants are: [CH3:1][N:2]([CH2:13][C:14]1[NH:18][C:17]2[CH:19]=[CH:20][CH:21]=[C:22]([C:23]([OH:25])=O)[C:16]=2[N:15]=1)[CH:3]1[C:12]2[N:11]=[CH:10][CH:9]=[CH:8][C:7]=2[CH2:6][CH2:5][CH2:4]1.O=C1N(P(Cl)(N2CCOC2=O)=O)CCO1.C(OC([N:48]1[CH2:53][CH2:52][NH:51][CH2:50][CH2:49]1)=O)CCC.C(N(CC)C(C)C)(C)C. (4) Given the product [Cl:1][C:2]1[CH:3]=[C:4]([OH:5])[CH:12]=[CH:13][C:14]=1[C:15]([F:17])([F:18])[F:16], predict the reactants needed to synthesize it. The reactants are: [Cl:1][C:2]1[CH:3]=[C:4]([CH:12]=[CH:13][C:14]=1[C:15]([F:18])([F:17])[F:16])[O:5]CC[Si](C)(C)C.[F-].C([N+](CCCC)(CCCC)CCCC)CCC.[Cl-].[NH4+].